Task: Predict the reaction yield, written as a fraction of the theoretical maximum amount of product (1.0 means a 100% yield; for example, 0.34 means a 34% yield).. Dataset: Reaction yield outcomes from USPTO patents with 853,638 reactions (1) The reactants are Cl[C:2]1[N:6]([CH3:7])[N:5]=[CH:4][C:3]=1[N+:8]([O-:10])=[O:9].[CH3:11][NH:12][CH2:13][CH2:14][OH:15]. No catalyst specified. The product is [CH3:11][N:12]([C:2]1[N:6]([CH3:7])[N:5]=[CH:4][C:3]=1[N+:8]([O-:10])=[O:9])[CH2:13][CH2:14][OH:15]. The yield is 0.810. (2) The reactants are [C:1]([NH:4][C:5]1[CH:6]=[C:7]([C:16]2[CH:21]=[CH:20][C:19]([O:22]CC3C=CC=CC=3)=[CH:18][CH:17]=2)[CH:8]=[CH:9][C:10]=1[CH2:11][C:12]([O:14][CH3:15])=[O:13])(=[O:3])C.N([O:32][C:33]([CH3:36])([CH3:35])[CH3:34])=O.B(Cl)(Cl)Cl.C(OC(OC(C)(C)C)=O)(OC(C)(C)C)=O.C([N:58](CC)CC)C. The catalyst is C(O)(=O)C. The product is [OH:22][C:19]1[CH:20]=[CH:21][C:16]([C:7]2[CH:6]=[C:5]3[C:10]([C:11]([C:12]([O:14][CH3:15])=[O:13])=[N:58][N:4]3[C:1]([O:32][C:33]([CH3:36])([CH3:35])[CH3:34])=[O:3])=[CH:9][CH:8]=2)=[CH:17][CH:18]=1. The yield is 0.600. (3) The reactants are [C:1]([C:3]1[CH:8]=[CH:7][C:6]([NH:9][C:10](=[O:17])[CH2:11][S:12][CH2:13][C:14]([OH:16])=O)=[CH:5][CH:4]=1)#[N:2].[CH2:18]([N:20]1[C:32]2[CH:31]=[CH:30][C:29]([NH2:33])=[CH:28][C:27]=2[C:26]2[C:21]1=[CH:22][CH:23]=[CH:24][CH:25]=2)[CH3:19].CN(C(ON1N=NC2C=CC=NC1=2)=[N+](C)C)C.F[P-](F)(F)(F)(F)F.CCN(C(C)C)C(C)C.Cl. The catalyst is CN(C=O)C. The product is [C:1]([C:3]1[CH:4]=[CH:5][C:6]([NH:9][C:10](=[O:17])[CH2:11][S:12][CH2:13][C:14]([NH:33][C:29]2[CH:30]=[CH:31][C:32]3[N:20]([CH2:18][CH3:19])[C:21]4[C:26]([C:27]=3[CH:28]=2)=[CH:25][CH:24]=[CH:23][CH:22]=4)=[O:16])=[CH:7][CH:8]=1)#[N:2]. The yield is 0.590. (4) The catalyst is [N+](CCCC)(CCCC)(CCCC)CCCC.[I-].CN(C=O)C. The product is [CH3:19][CH:9]1[O:10][C:11]2[CH:16]=[CH:15][C:14]([O:4][CH3:1])=[CH:13][C:12]=2[O:7][CH2:8]1. The yield is 0.850. The reactants are [C:1]([O-:4])([O-])=O.[K+].[K+].[O:7]1[C:12]2[CH:13]=[CH:14][C:15](O)=[CH:16][C:11]=2[O:10][CH2:9][CH2:8]1.I[CH3:19]. (5) The reactants are C([O:3][C:4](=[O:29])[CH2:5][CH2:6][CH2:7][N:8]1[CH2:12][CH2:11][CH2:10][C@H:9]1[CH2:13][O:14][C:15]1[CH:20]=[CH:19][C:18]([O:21][C:22]2[CH:27]=[CH:26][C:25]([CH3:28])=[CH:24][CH:23]=2)=[CH:17][CH:16]=1)C.[ClH:30]. The catalyst is O1CCOCC1. The product is [ClH:30].[C:25]1([CH3:28])[CH:24]=[CH:23][C:22]([O:21][C:18]2[CH:19]=[CH:20][C:15]([O:14][CH2:13][C@@H:9]3[CH2:10][CH2:11][CH2:12][N:8]3[CH2:7][CH2:6][CH2:5][C:4]([OH:29])=[O:3])=[CH:16][CH:17]=2)=[CH:27][CH:26]=1. The yield is 0.970. (6) The reactants are Cl[C:2](OC1C=CC([N+]([O-])=O)=CC=1)=[O:3].[Cl:14][C:15]1[C:16]([CH3:22])=[CH:17][C:18]([OH:21])=[CH:19][CH:20]=1.CCN(C(C)C)C(C)C.CS(O)(=O)=O.[NH2:37][CH2:38][C:39]1[CH:40]=[C:41]2[C:45](=[CH:46][CH:47]=1)[C:44](=[O:48])[N:43]([CH:49]1[CH2:54][CH2:53][C:52](=[O:55])[NH:51][C:50]1=[O:56])[CH2:42]2. The catalyst is CC#N. The yield is 0.140. The product is [Cl:14][C:15]1[CH:20]=[CH:19][C:18]([O:21][C:2](=[O:3])[NH:37][CH2:38][C:39]2[CH:40]=[C:41]3[C:45](=[CH:46][CH:47]=2)[C:44](=[O:48])[N:43]([CH:49]2[CH2:54][CH2:53][C:52](=[O:55])[NH:51][C:50]2=[O:56])[CH2:42]3)=[CH:17][C:16]=1[CH3:22]. (7) The reactants are [F:1][C:2]1[CH:3]=[C:4]([CH:8]=[CH:9][CH:10]=1)[C:5]([OH:7])=O.[CH2:11]([N:14]1[C:18]([NH2:19])=[N:17][N:16]=[N:15]1)[CH2:12][CH3:13]. No catalyst specified. The product is [F:1][C:2]1[CH:3]=[C:4]([CH:8]=[CH:9][CH:10]=1)[C:5]([NH:19][C:18]1[N:14]([CH2:11][CH2:12][CH3:13])[N:15]=[N:16][N:17]=1)=[O:7]. The yield is 0.520. (8) The reactants are C([O:3][C:4](=[O:18])[CH2:5][C:6]1[S:7][C:8]([Cl:17])=[C:9]([Cl:16])[C:10]=1[CH2:11][C:12]([O:14]C)=[O:13])C.[OH-].[Na+]. The catalyst is CO. The product is [C:12]([CH2:11][C:10]1[C:9]([Cl:16])=[C:8]([Cl:17])[S:7][C:6]=1[CH2:5][C:4]([OH:18])=[O:3])([OH:14])=[O:13]. The yield is 0.730. (9) The reactants are N[C:2]1[S:3][C:4]2[CH2:9][CH2:8][CH:7]([C:10]([O:12][CH2:13][CH3:14])=[O:11])[C:5]=2[N:6]=1.[F:15][B-](F)(F)F.[H+].F[B-](F)(F)F.N#[O+]. The catalyst is C(OCC)C. The product is [F:15][C:2]1[S:3][C:4]2[CH2:9][CH2:8][CH:7]([C:10]([O:12][CH2:13][CH3:14])=[O:11])[C:5]=2[N:6]=1. The yield is 0.190.